This data is from Reaction yield outcomes from USPTO patents with 853,638 reactions. The task is: Predict the reaction yield, written as a fraction of the theoretical maximum amount of product (1.0 means a 100% yield; for example, 0.34 means a 34% yield). (1) The reactants are [CH3:1][C:2]1[S:6][C:5]([C:7]2[CH:12]=[CH:11][CH:10]=[CH:9][N:8]=2)=[N:4][C:3]=1[OH:13].[H-].[Na+].C1C=CC(N([S:23]([C:26]([F:29])([F:28])[F:27])(=[O:25])=[O:24])[S:23]([C:26]([F:29])([F:28])[F:27])(=[O:25])=[O:24])=CC=1.O. The catalyst is C1COCC1. The product is [CH3:1][C:2]1[S:6][C:5]([C:7]2[CH:12]=[CH:11][CH:10]=[CH:9][N:8]=2)=[N:4][C:3]=1[O:13][S:23]([C:26]([F:29])([F:28])[F:27])(=[O:25])=[O:24]. The yield is 0.240. (2) The reactants are [C:1]([O:7][CH2:8][CH3:9])(=[O:6])[CH2:2][C:3]([O-:5])=O.[K+].[Cl-].[Mg+2].[Cl-].C(N(CC)CC)C.[CH3:21][C@H:22]([C@H:26]([CH3:30])[CH2:27][CH2:28][CH3:29])C(Cl)=O. The catalyst is C(#N)C. The product is [CH2:8]([O:7][C:1](=[O:6])[CH2:2][C:3](=[O:5])[C@H:22]([CH3:21])[C@H:26]([CH3:30])[CH2:27][CH2:28][CH3:29])[CH3:9]. The yield is 0.878.